This data is from Catalyst prediction with 721,799 reactions and 888 catalyst types from USPTO. The task is: Predict which catalyst facilitates the given reaction. (1) Reactant: [Cl:1][C:2]1[CH:7]=[CH:6][C:5]([C:8]([N:14]2[C:22]3[C:17](=[C:18]([NH:23][S:24]([CH3:27])(=[O:26])=[O:25])[CH:19]=[CH:20][CH:21]=3)[CH:16]=[CH:15]2)([CH2:12][CH3:13])[CH2:9][CH2:10]O)=[CH:4][CH:3]=1.CCN(S(F)(F)[F:34])CC. Product: [Cl:1][C:2]1[CH:7]=[CH:6][C:5]([C:8]([N:14]2[C:22]3[C:17](=[C:18]([NH:23][S:24]([CH3:27])(=[O:26])=[O:25])[CH:19]=[CH:20][CH:21]=3)[CH:16]=[CH:15]2)([CH2:12][CH3:13])[CH2:9][CH2:10][F:34])=[CH:4][CH:3]=1. The catalyst class is: 2. (2) Reactant: [CH3:1][N:2]1[C:6]([N:7]2[CH2:12][CH2:11][CH2:10][CH2:9][CH2:8]2)=[C:5]([C:13]#[N:14])[C:4](=[O:15])[NH:3]1.CO.[CH:18]1C=CC(P(C2C=CC=CC=2)C2C=CC=CC=2)=CC=1.CC(OC(/N=N/C(OC(C)C)=O)=O)C. Product: [CH3:18][O:15][C:4]1[C:5]([C:13]#[N:14])=[C:6]([N:7]2[CH2:12][CH2:11][CH2:10][CH2:9][CH2:8]2)[N:2]([CH3:1])[N:3]=1. The catalyst class is: 1. (3) Product: [CH2:1]([N:8]([CH2:39][CH2:40][NH:41][C:42]([O:44][C:45]([CH3:48])([CH3:47])[CH3:46])=[O:43])[C@@H:9]1[CH2:16][N:15]2[C:17]3[CH:18]=[C:19]([C:30]([OH:32])=[O:31])[CH:20]=[CH:21][C:22]=3[C:23]([CH:24]3[CH2:25][CH2:26][CH2:27][CH2:28][CH2:29]3)=[C:14]2[C:13]2[CH:34]=[CH:35][C:36]([F:38])=[CH:37][C:12]=2[O:11][CH2:10]1)[C:2]1[CH:7]=[CH:6][CH:5]=[CH:4][CH:3]=1. The catalyst class is: 12. Reactant: [CH2:1]([N:8]([CH2:39][CH2:40][NH:41][C:42]([O:44][C:45]([CH3:48])([CH3:47])[CH3:46])=[O:43])[C@@H:9]1[CH2:16][N:15]2[C:17]3[CH:18]=[C:19]([C:30]([O:32]C)=[O:31])[CH:20]=[CH:21][C:22]=3[C:23]([CH:24]3[CH2:29][CH2:28][CH2:27][CH2:26][CH2:25]3)=[C:14]2[C:13]2[CH:34]=[CH:35][C:36]([F:38])=[CH:37][C:12]=2[O:11][CH2:10]1)[C:2]1[CH:7]=[CH:6][CH:5]=[CH:4][CH:3]=1.[OH-].[K+].Cl. (4) Reactant: [Br:1][C:2]1[CH:15]=[CH:14][C:13]2[C:12]([C:17]3[CH:22]=[CH:21][CH:20]=[CH:19][CH:18]=3)(O)[C:11]3[CH:10]=[C:9]4[C:23]5[C:28]([C:29]([CH3:31])([CH3:30])[C:8]4=[CH:7][C:6]=3[C:5]([C:33]3[CH:38]=[CH:37][CH:36]=[CH:35][CH:34]=3)(O)[C:4]=2[CH:3]=1)=[CH:27][CH:26]=[CH:25][CH:24]=5.[I-].[K+].[PH2]([O-])=O.[Na+]. Product: [Br:1][C:2]1[CH:15]=[CH:14][C:13]2[C:4](=[C:5]([C:33]3[CH:34]=[CH:35][CH:36]=[CH:37][CH:38]=3)[C:6]3[CH:7]=[C:8]4[C:29]([CH3:30])([CH3:31])[C:28]5[C:23](=[CH:24][CH:25]=[CH:26][CH:27]=5)[C:9]4=[CH:10][C:11]=3[C:12]=2[C:17]2[CH:18]=[CH:19][CH:20]=[CH:21][CH:22]=2)[CH:3]=1. The catalyst class is: 15. (5) Reactant: [C:1]([C:3]1[CH:4]=[C:5]([CH3:10])[C:6](F)=[N:7][CH:8]=1)#[N:2].[CH3:11][CH:12]1[CH2:16][CH2:15][CH2:14][NH:13]1.CCN(C(C)C)C(C)C. Product: [CH3:10][C:5]1[C:6]([N:13]2[CH2:14][CH2:15][CH2:16][CH:12]2[CH3:11])=[N:7][CH:8]=[C:3]([CH:4]=1)[C:1]#[N:2]. The catalyst class is: 51. (6) Reactant: Cl.[NH:2]1[CH2:7][CH2:6][CH2:5][CH2:4][CH2:3]1.CC(C)=O.[C-]#N.[K+].CN(C)[C:17]1([C:22]#[N:23])[CH2:21]CC[CH2:18]1. Product: [CH3:18][C:17]([N:2]1[CH2:7][CH2:6][CH2:5][CH2:4][CH2:3]1)([CH3:21])[C:22]#[N:23]. The catalyst class is: 6.